From a dataset of Full USPTO retrosynthesis dataset with 1.9M reactions from patents (1976-2016). Predict the reactants needed to synthesize the given product. (1) Given the product [CH3:1][C:2]1[N:7]=[C:6]2[NH:8][CH:9]=[C:10]([CH:11]=[O:13])[C:5]2=[CH:4][CH:3]=1, predict the reactants needed to synthesize it. The reactants are: [CH3:1][C:2]1[N:7]=[C:6]2[NH:8][CH:9]=[CH:10][C:5]2=[CH:4][CH:3]=1.[C:11](O)(=[O:13])C.C1N2CN3CN(C2)CN1C3. (2) Given the product [CH2:41]([C@@H:10]1[C@:9]([C:4]2[C:5]([F:8])=[N:6][CH:7]=[C:2]([Br:1])[CH:3]=2)([CH3:28])[N:17]=[C:16]([NH:18][C:19](=[O:25])[O:20][C:21]([CH3:22])([CH3:23])[CH3:24])[C:12]2([CH2:13][CH2:14][CH2:15]2)[S:11]1(=[O:27])=[O:26])[CH:40]=[CH2:39], predict the reactants needed to synthesize it. The reactants are: [Br:1][C:2]1[CH:3]=[C:4]([C@@:9]2([CH3:28])[N:17]=[C:16]([NH:18][C:19](=[O:25])[O:20][C:21]([CH3:24])([CH3:23])[CH3:22])[C:12]3([CH2:15][CH2:14][CH2:13]3)[S:11](=[O:27])(=[O:26])[CH2:10]2)[C:5]([F:8])=[N:6][CH:7]=1.C[Si]([N-][Si](C)(C)C)(C)C.[K+].[CH2:39](Br)[CH:40]=[CH2:41]. (3) Given the product [NH:8]1[C:7]2[CH:6]=[CH:5][C:4]([C:9]3[CH:15]=[CH:14][C:12]4[N:13]=[C:32]([C:31]5[CH:34]=[CH:35][C:28]([C:26]([NH:25][C:22]6[CH:23]=[CH:24][C:19]([N:18]([CH3:36])[CH3:17])=[CH:20][CH:21]=6)=[O:27])=[CH:29][CH:30]=5)[NH:16][C:11]=4[CH:10]=3)=[CH:3][C:2]=2[N:1]=[C:32]1[C:31]1[CH:30]=[CH:29][C:28]([C:26]([NH:25][C:22]2[CH:23]=[CH:24][C:19]([N:18]([CH3:17])[CH3:36])=[CH:20][CH:21]=2)=[O:27])=[CH:35][CH:34]=1, predict the reactants needed to synthesize it. The reactants are: [NH2:1][C:2]1[CH:3]=[C:4]([C:9]2[CH:15]=[CH:14][C:12]([NH2:13])=[C:11]([NH2:16])[CH:10]=2)[CH:5]=[CH:6][C:7]=1[NH2:8].[CH3:17][N:18]([CH3:36])[C:19]1[CH:24]=[CH:23][C:22]([NH:25][C:26]([C:28]2[CH:35]=[CH:34][C:31]([CH:32]=O)=[CH:30][CH:29]=2)=[O:27])=[CH:21][CH:20]=1. (4) The reactants are: [CH3:1][O:2][C:3]1[CH:8]=[CH:7][C:6]([C@@H:9]2[CH2:14][CH:13]=[CH:12][CH2:11][C@@H:10]2[N+:15]([O-])=O)=[CH:5][C:4]=1[O:18][CH3:19].C(O)(=O)C. Given the product [CH3:19][O:18][C:4]1[CH:5]=[C:6]([C@@H:9]2[C@H:10]([NH2:15])[CH2:11][CH:12]=[CH:13][CH2:14]2)[CH:7]=[CH:8][C:3]=1[O:2][CH3:1], predict the reactants needed to synthesize it. (5) Given the product [CH2:1]([NH:8][C:9]1[C:10]2[NH:18][N:17]=[C:16]([CH:19]([CH3:21])[CH3:20])[C:11]=2[N:12]=[C:13]([NH:29][CH2:22][CH2:23][CH2:24][CH2:25][CH2:26][CH2:27][CH3:28])[N:14]=1)[C:2]1[CH:7]=[CH:6][CH:5]=[CH:4][CH:3]=1, predict the reactants needed to synthesize it. The reactants are: [CH2:1]([NH:8][C:9]1[C:10]2[NH:18][N:17]=[C:16]([CH:19]([CH3:21])[CH3:20])[C:11]=2[N:12]=[C:13](Cl)[N:14]=1)[C:2]1[CH:7]=[CH:6][CH:5]=[CH:4][CH:3]=1.[CH2:22]([NH2:29])[CH2:23][CH2:24][CH2:25][CH2:26][CH2:27][CH3:28]. (6) Given the product [Cl:34][CH2:12][C:8]1[CH:9]=[CH:10][CH:11]=[C:6]([O:5][C@H:2]([CH3:1])[CH2:3][CH3:4])[CH:7]=1, predict the reactants needed to synthesize it. The reactants are: [CH3:1][C@@H:2]([O:5][C:6]1[CH:7]=[C:8]([CH2:12]O)[CH:9]=[CH:10][CH:11]=1)[CH2:3][CH3:4].C1(P(C2C=CC=CC=2)C2C=CC=CC=2)C=CC=CC=1.C(Cl)(Cl)(Cl)[Cl:34]. (7) The reactants are: [CH3:1][O:2][C:3]1[CH:4]=[C:5]2[C:10](=[CH:11][C:12]=1[O:13][CH3:14])[N:9]=[CH:8][N:7]=[C:6]2[O:15][C:16]1[CH:17]=[C:18]2[C:23](=[CH:24][CH:25]=1)[C:22]([C:26](O)=[O:27])=[CH:21][CH:20]=[CH:19]2.[NH2:29][CH2:30][C:31]1[CH:50]=[CH:49][C:34]([C:35]([NH:37][C:38]2[CH:43]=[CH:42][C:41]([C:44]([F:47])([F:46])[F:45])=[CH:40][C:39]=2[NH2:48])=[O:36])=[CH:33][CH:32]=1. Given the product [NH2:48][C:39]1[CH:40]=[C:41]([C:44]([F:46])([F:47])[F:45])[CH:42]=[CH:43][C:38]=1[NH:37][C:35]([C:34]1[CH:49]=[CH:50][C:31]([CH2:30][NH:29][C:26]([C:22]2[C:23]3[C:18](=[CH:17][C:16]([O:15][C:6]4[C:5]5[C:10](=[CH:11][C:12]([O:13][CH3:14])=[C:3]([O:2][CH3:1])[CH:4]=5)[N:9]=[CH:8][N:7]=4)=[CH:25][CH:24]=3)[CH:19]=[CH:20][CH:21]=2)=[O:27])=[CH:32][CH:33]=1)=[O:36], predict the reactants needed to synthesize it.